From a dataset of Full USPTO retrosynthesis dataset with 1.9M reactions from patents (1976-2016). Predict the reactants needed to synthesize the given product. (1) The reactants are: CC1[N:3]([C@H:8]2[CH2:12][C@@:11]([C:23]3([OH:27])[CH2:26][CH2:25][CH2:24]3)([C:13]([O:15][CH2:16][C:17]3[CH:22]=[CH:21][CH:20]=[CH:19][CH:18]=3)=[O:14])[CH:10]=[CH:9]2)C(C)=CC=1.Cl.NO.NO.O. Given the product [NH2:3][C@H:8]1[CH2:12][C@@:11]([C:23]2([OH:27])[CH2:24][CH2:25][CH2:26]2)([C:13]([O:15][CH2:16][C:17]2[CH:18]=[CH:19][CH:20]=[CH:21][CH:22]=2)=[O:14])[CH:10]=[CH:9]1, predict the reactants needed to synthesize it. (2) Given the product [NH2:1][C:2]1[NH:3][C:4](=[O:20])[C:5]2[N:6]([CH2:28][C:25]3[CH:26]=[CH:27][C:22]([Cl:21])=[CH:23][CH:24]=3)[CH:7]=[N:8][C:9]=2[N:10]=1, predict the reactants needed to synthesize it. The reactants are: [NH2:1][C:2]1[NH:3][C:4](=[O:20])[C:5]2[N:6]=[CH:7][N:8]([C@H]3[C@@H](O)[C@@H](O)[C@H](CO)O3)[C:9]=2[N:10]=1.[Cl:21][C:22]1[CH:27]=[CH:26][C:25]([CH2:28]Cl)=[CH:24][CH:23]=1.Cl. (3) The reactants are: [NH2:1][C:2]1[C:3]([C:8]([OH:10])=O)=[N:4][CH:5]=[CH:6][CH:7]=1.C(N1C=CN=C1)(N1C=CN=C1)=O.Cl.[CH3:24][O:25][C:26](=[O:32])[CH2:27][C@@H:28]([NH2:31])[CH2:29][CH3:30]. Given the product [CH3:24][O:25][C:26](=[O:32])[CH2:27][C@@H:28]([NH:31][C:8]([C:3]1[C:2]([NH2:1])=[CH:7][CH:6]=[CH:5][N:4]=1)=[O:10])[CH2:29][CH3:30], predict the reactants needed to synthesize it. (4) Given the product [C:10]([C:7]1[CH:6]=[CH:5][C:4]([OH:3])=[CH:9][CH:8]=1)([CH3:13])([CH3:11])[CH3:12], predict the reactants needed to synthesize it. The reactants are: [OH-].[Na+].[OH:3][C:4]1[CH:9]=[CH:8][C:7]([C:10]([C:13]2C=CC(O)=CC=2)([CH3:12])[CH3:11])=[CH:6][CH:5]=1. (5) Given the product [ClH:1].[NH:13]1[CH2:18][CH2:17][CH2:16][CH2:15][CH:14]1[CH2:19][CH2:20][CH2:21][C:22]([O:24][CH3:25])=[O:23], predict the reactants needed to synthesize it. The reactants are: [Cl:1](O)(=O)(=O)=O.C(OC([N:13]1[CH2:18][CH2:17][CH2:16][CH2:15][CH:14]1[CH2:19][CH2:20][CH2:21][C:22]([O:24][CH3:25])=[O:23])=O)(C)(C)C. (6) Given the product [CH3:1][O:2][C:3]1[C:4]2[NH:14][CH:11]([CH2:13][OH:12])[CH2:10][O:9][C:5]=2[CH:6]=[CH:7][CH:8]=1, predict the reactants needed to synthesize it. The reactants are: [CH3:1][O:2][C:3]1[CH:8]=[CH:7][CH:6]=[C:5]([O:9][CH2:10][CH:11]2[CH2:13][O:12]2)[C:4]=1[NH:14]C(=O)C.[H-].[Na+]. (7) The reactants are: [F:1][C:2]1[CH:3]=[C:4]([N:9]2[CH2:13][C@H:12]([CH2:14][N:15]3[CH:19]=[C:18]([CH3:20])[N:17]=[N:16]3)[O:11][C:10]2=[O:21])[CH:5]=[CH:6][C:7]=1I.C[Sn](C)(C)[C:24]1[CH:25]=[CH:26][C:27]([C:30]2[CH2:34][CH:33]([CH2:35][OH:36])[O:32][N:31]=2)=[N:28][CH:29]=1.O1C=CC=C1P(C1OC=CC=1)C1OC=CC=1. Given the product [F:1][C:2]1[CH:3]=[C:4]([N:9]2[CH2:13][C@H:12]([CH2:14][N:15]3[CH:19]=[C:18]([CH3:20])[N:17]=[N:16]3)[O:11][C:10]2=[O:21])[CH:5]=[CH:6][C:7]=1[C:24]1[CH:25]=[CH:26][C:27]([C:30]2[CH2:34][CH:33]([CH2:35][OH:36])[O:32][N:31]=2)=[N:28][CH:29]=1, predict the reactants needed to synthesize it. (8) Given the product [C:1]([C:5]1[O:9][N:8]=[C:7]([NH:10][C:11](=[O:30])[CH2:12][C:13]2[CH:14]=[CH:15][C:16]([C:19]3[CH:20]=[C:21]4[C:27]([CH2:28][NH:37][CH3:36])=[CH:26][NH:25][C:22]4=[N:23][CH:24]=3)=[CH:17][CH:18]=2)[CH:6]=1)([CH3:2])([CH3:3])[CH3:4], predict the reactants needed to synthesize it. The reactants are: [C:1]([C:5]1[O:9][N:8]=[C:7]([NH:10][C:11](=[O:30])[CH2:12][C:13]2[CH:18]=[CH:17][C:16]([C:19]3[CH:20]=[C:21]4[C:27]([CH:28]=O)=[CH:26][NH:25][C:22]4=[N:23][CH:24]=3)=[CH:15][CH:14]=2)[CH:6]=1)([CH3:4])([CH3:3])[CH3:2].CN.CCO.[C:36]([BH3-])#[N:37].[Na+].[BH4-].[Na+]. (9) Given the product [CH:30]1([NH:33][C:21]([C:19]2[CH:18]=[C:17]([N:24]3[CH2:25][CH2:26][CH2:27][CH2:28]3)[N:16]=[C:15](/[CH:14]=[CH:13]/[C:5]3[N:4]=[C:3]([N:2]([CH3:1])[CH3:29])[C:12]4[C:7](=[CH:8][CH:9]=[CH:10][CH:11]=4)[N:6]=3)[N:20]=2)=[O:23])[CH2:32][CH2:31]1, predict the reactants needed to synthesize it. The reactants are: [CH3:1][N:2]([CH3:29])[C:3]1[C:12]2[C:7](=[CH:8][CH:9]=[CH:10][CH:11]=2)[N:6]=[C:5](/[CH:13]=[CH:14]/[C:15]2[N:20]=[C:19]([C:21]([OH:23])=O)[CH:18]=[C:17]([N:24]3[CH2:28][CH2:27][CH2:26][CH2:25]3)[N:16]=2)[N:4]=1.[CH:30]1([NH2:33])[CH2:32][CH2:31]1.Cl.C(N=C=NCCCN(C)C)C.ON1C2C=CC=CC=2N=N1.C(=O)(O)[O-].[Na+].